This data is from Reaction yield outcomes from USPTO patents with 853,638 reactions. The task is: Predict the reaction yield, written as a fraction of the theoretical maximum amount of product (1.0 means a 100% yield; for example, 0.34 means a 34% yield). (1) The reactants are Br[C:2]1[CH:7]=[CH:6][C:5]([CH:8]2[N:12]([CH3:13])[C:11](=[O:14])[CH2:10][CH2:9]2)=[CH:4][CH:3]=1.[F:15][C:16]([F:27])([F:26])[C:17]1[C:25]2[CH2:24][CH2:23][CH2:22][CH2:21][C:20]=2[NH:19][N:18]=1.CN(C)CC(O)=O.C(=O)([O-])[O-].[K+].[K+]. The catalyst is CS(C)=O.[Cu]I. The product is [CH3:13][N:12]1[CH:8]([C:5]2[CH:6]=[CH:7][C:2]([N:19]3[C:20]4[CH2:21][CH2:22][CH2:23][CH2:24][C:25]=4[C:17]([C:16]([F:15])([F:27])[F:26])=[N:18]3)=[CH:3][CH:4]=2)[CH2:9][CH2:10][C:11]1=[O:14]. The yield is 0.0700. (2) The reactants are C(=O)([O-])[O-].[K+].[K+].[CH3:7][O:8][C:9](=[O:35])[CH:10]([NH:19][C:20]1[CH:25]=[CH:24][CH:23]=[CH:22][C:21]=1[C:26](=[O:34])[C:27]1[CH:32]=[CH:31][C:30]([F:33])=[CH:29][CH:28]=1)[CH2:11][C:12]1[CH:17]=[CH:16][C:15]([OH:18])=[CH:14][CH:13]=1.[Br:36][CH2:37][CH2:38]Br. The catalyst is C(#N)C. The product is [CH3:7][O:8][C:9](=[O:35])[CH:10]([NH:19][C:20]1[CH:25]=[CH:24][CH:23]=[CH:22][C:21]=1[C:26](=[O:34])[C:27]1[CH:32]=[CH:31][C:30]([F:33])=[CH:29][CH:28]=1)[CH2:11][C:12]1[CH:13]=[CH:14][C:15]([O:18][CH2:38][CH2:37][Br:36])=[CH:16][CH:17]=1. The yield is 0.580.